This data is from Reaction yield outcomes from USPTO patents with 853,638 reactions. The task is: Predict the reaction yield, written as a fraction of the theoretical maximum amount of product (1.0 means a 100% yield; for example, 0.34 means a 34% yield). (1) The reactants are C(O[C:6](=[O:35])[NH:7][CH2:8][C:9]1[C:10]([NH2:34])=[N:11][C:12]([O:15][CH2:16][CH2:17][CH2:18][CH2:19][N:20]2[CH2:25][CH2:24][N:23]([C:26]3[CH:31]=[CH:30][CH:29]=[C:28]([Cl:32])[C:27]=3[Cl:33])[CH2:22][CH2:21]2)=[CH:13][CH:14]=1)(C)(C)C.Cl.C([O-])([O-])=O.[Na+].[Na+]. The catalyst is O1CCOCC1. The product is [Cl:33][C:27]1[C:28]([Cl:32])=[CH:29][CH:30]=[CH:31][C:26]=1[N:23]1[CH2:22][CH2:21][N:20]([CH2:19][CH2:18][CH2:17][CH2:16][O:15][C:12]2[CH:13]=[CH:14][C:9]3[CH2:8][NH:7][C:6](=[O:35])[NH:34][C:10]=3[N:11]=2)[CH2:25][CH2:24]1. The yield is 0.940. (2) The reactants are [CH3:1][O:2][C:3]([C:5]1[CH:14]=[C:13](OS(C(F)(F)F)(=O)=O)[C:12]2[C:7](=[C:8]([O:23][CH2:24][C:25]3[CH:30]=[CH:29][CH:28]=[CH:27][CH:26]=3)[CH:9]=[CH:10][CH:11]=2)[N:6]=1)=[O:4].CN1CCNCC1.[NH:38]1[CH2:43][CH2:42][CH2:41][CH2:40][CH2:39]1. No catalyst specified. The product is [CH3:1][O:2][C:3]([C:5]1[CH:14]=[C:13]([N:38]2[CH2:43][CH2:42][CH2:41][CH2:40][CH2:39]2)[C:12]2[C:7](=[C:8]([O:23][CH2:24][C:25]3[CH:30]=[CH:29][CH:28]=[CH:27][CH:26]=3)[CH:9]=[CH:10][CH:11]=2)[N:6]=1)=[O:4]. The yield is 0.620.